Dataset: Forward reaction prediction with 1.9M reactions from USPTO patents (1976-2016). Task: Predict the product of the given reaction. Given the reactants [CH3:1][O:2][C:3](=[O:11])[CH2:4][CH:5]1[CH2:10][CH2:9][O:8][CH2:7][CH2:6]1.[CH:12]([N-]C(C)C)(C)C.[Li+].CI.Cl, predict the reaction product. The product is: [CH3:1][O:2][C:3](=[O:11])[CH:4]([CH:5]1[CH2:6][CH2:7][O:8][CH2:9][CH2:10]1)[CH3:12].